From a dataset of Reaction yield outcomes from USPTO patents with 853,638 reactions. Predict the reaction yield, written as a fraction of the theoretical maximum amount of product (1.0 means a 100% yield; for example, 0.34 means a 34% yield). (1) The reactants are [C:1]([NH:6][C:7]1[CH:8]=[C:9]([C:13]2[N:22]=[C:21]([NH:23][C:24]3[CH:25]=[C:26]4[C:30](=[CH:31][CH:32]=3)[N:29]([C:33]([O-:35])=[O:34])[N:28]=[CH:27]4)[C:20]3[C:15](=[CH:16][CH:17]=[C:18]([OH:36])[CH:19]=3)[N:14]=2)[CH:10]=[CH:11][CH:12]=1)(=[O:5])[CH2:2][CH2:3][CH3:4].C(=O)([O-])[O-].[K+].[K+].Br[CH2:44][CH2:45][Cl:46]. The catalyst is CN(C=O)C. The product is [C:1]([NH:6][C:7]1[CH:8]=[C:9]([C:13]2[N:22]=[C:21]([NH:23][C:24]3[CH:25]=[C:26]4[C:30](=[CH:31][CH:32]=3)[N:29]([C:33]([O:35][C:9]([CH3:13])([CH3:10])[CH3:8])=[O:34])[N:28]=[CH:27]4)[C:20]3[C:15](=[CH:16][CH:17]=[C:18]([O:36][CH2:44][CH2:45][Cl:46])[CH:19]=3)[N:14]=2)[CH:10]=[CH:11][CH:12]=1)(=[O:5])[CH2:2][CH2:3][CH3:4]. The yield is 0.600. (2) The reactants are [NH:1]1[CH:5]=[CH:4][CH:3]=[C:2]1[C:6]1[CH:7]=[C:8]2[C:12](=[CH:13][CH:14]=1)[NH:11][C:10](=[O:15])[C:9]12[CH2:20][CH2:19][CH2:18][CH2:17][CH2:16]1.[C:21](=O)([O-])[O-].[K+].[K+].IC.O. The catalyst is CN(C=O)C.CCOC(C)=O. The product is [CH3:21][N:1]1[CH:5]=[CH:4][CH:3]=[C:2]1[C:6]1[CH:7]=[C:8]2[C:12](=[CH:13][CH:14]=1)[NH:11][C:10](=[O:15])[C:9]12[CH2:20][CH2:19][CH2:18][CH2:17][CH2:16]1. The yield is 0.760. (3) The reactants are [C:1]([C:4]1[C:9]([NH:10][C:11]([C:13]2[S:14][CH:15]=[C:16]([CH:18]3[CH2:20][CH2:19]3)[N:17]=2)=O)=[C:8]([Cl:21])[C:7]([O:22][CH3:23])=[CH:6][CH:5]=1)(=[O:3])[CH3:2].C(C1N=C(C2C=C(O)C3C(=CC(OC)=CC=3)N=2)SC=1)(C)C. No catalyst specified. The product is [Cl:21][C:8]1[C:7]([O:22][CH3:23])=[CH:6][CH:5]=[C:4]2[C:9]=1[N:10]=[C:11]([C:13]1[S:14][CH:15]=[C:16]([CH:18]3[CH2:20][CH2:19]3)[N:17]=1)[CH:2]=[C:1]2[OH:3]. The yield is 0.840. (4) The yield is 0.710. The reactants are Br[C:2]1[CH:3]=[C:4]([CH:6]=[CH:7][CH:8]=1)[NH2:5].[CH2:9]([NH2:15])[CH2:10][CH2:11][CH2:12][CH2:13][CH3:14]. No catalyst specified. The product is [NH2:15][C:9]1[CH:14]=[C:13]([CH:12]=[CH:11][CH:10]=1)[NH:5][CH2:4][CH2:3][CH2:2][CH2:8][CH2:7][CH3:6]. (5) The reactants are [CH2:1]1[C:4]2([O:9][CH2:8][CH:7]([OH:10])[CH2:6][O:5]2)[CH2:3][CH2:2]1.[H-].[Na+].Cl[C:14]1[CH:19]=[CH:18][N+:17]([O-:20])=[C:16]([CH3:21])[C:15]=1[CH3:22]. The catalyst is CN(C)C=O. The product is [CH2:3]1[C:4]2([O:9][CH2:8][CH:7]([O:10][C:14]3[CH:19]=[CH:18][N+:17]([O-:20])=[C:16]([CH3:21])[C:15]=3[CH3:22])[CH2:6][O:5]2)[CH2:1][CH2:2]1. The yield is 0.644.